This data is from Reaction yield outcomes from USPTO patents with 853,638 reactions. The task is: Predict the reaction yield, written as a fraction of the theoretical maximum amount of product (1.0 means a 100% yield; for example, 0.34 means a 34% yield). (1) The reactants are [Cl:1][C:2]1[C:7]2[CH:8]=[N:9][NH:10][C:6]=2[CH:5]=[C:4]([Cl:11])[N:3]=1.[I:12]I.[OH-].[K+]. The catalyst is O1CCOCC1. The product is [Cl:1][C:2]1[C:7]2[C:8]([I:12])=[N:9][NH:10][C:6]=2[CH:5]=[C:4]([Cl:11])[N:3]=1. The yield is 0.600. (2) The reactants are [Cl:1][C:2]1[CH:7]=[CH:6][N:5]2[N:8]=[CH:9][CH:10]=[C:4]2[N:3]=1.O=P(Cl)(Cl)Cl.[OH-].[Na+].CN([CH:21]=[O:22])C. No catalyst specified. The product is [Cl:1][C:2]1[CH:7]=[CH:6][N:5]2[N:8]=[CH:9][C:10]([CH:21]=[O:22])=[C:4]2[N:3]=1. The yield is 0.700. (3) The reactants are Br.[OH:2][C:3]1[CH:4]=[CH:5][C:6]2[CH2:7][C@H:8]3[NH:19][CH2:18][CH2:17][C@@:14]4([C:15]=2[CH:16]=1)[C@H:9]3[CH2:10][CH2:11][CH2:12][CH2:13]4.[OH-].[Na+].[CH:22]1[CH:27]=[CH:26][C:25]([CH2:28][O:29][C:30](Cl)=[O:31])=[CH:24][CH:23]=1. The catalyst is O1CCOCC1.O. The product is [OH:2][C:3]1[CH:4]=[CH:5][C:6]2[CH2:7][C@H:8]3[N:19]([C:30]([O:29][CH2:28][C:25]4[CH:26]=[CH:27][CH:22]=[CH:23][CH:24]=4)=[O:31])[CH2:18][CH2:17][C@@:14]4([C:15]=2[CH:16]=1)[C@H:9]3[CH2:10][CH2:11][CH2:12][CH2:13]4. The yield is 0.990. (4) The reactants are C1N=CN(C(N2C=NC=C2)=O)C=1.[CH2:13]([O:15][P:16]([CH2:21][C:22]([OH:24])=O)([O:18][CH2:19][CH3:20])=[O:17])[CH3:14].[Cl:25][C:26]1[CH:27]=[C:28]([NH:33][C:34]2[C:35]3[CH:43]=[C:42]([NH2:44])[N:41]=[CH:40][C:36]=3[N:37]=[CH:38][N:39]=2)[CH:29]=[CH:30][C:31]=1[Cl:32].CC(N(C)C)=O. The catalyst is C1COCC1.O.ClCCl.CO. The product is [Cl:25][C:26]1[CH:27]=[C:28]([NH:33][C:34]2[C:35]3[CH:43]=[C:42]([NH:44][C:22](=[O:24])[CH2:21][P:16](=[O:17])([O:15][CH2:13][CH3:14])[O:18][CH2:19][CH3:20])[N:41]=[CH:40][C:36]=3[N:37]=[CH:38][N:39]=2)[CH:29]=[CH:30][C:31]=1[Cl:32]. The yield is 0.950.